This data is from hERG potassium channel inhibition data for cardiac toxicity prediction from Karim et al.. The task is: Regression/Classification. Given a drug SMILES string, predict its toxicity properties. Task type varies by dataset: regression for continuous values (e.g., LD50, hERG inhibition percentage) or binary classification for toxic/non-toxic outcomes (e.g., AMES mutagenicity, cardiotoxicity, hepatotoxicity). Dataset: herg_karim. (1) The compound is CCN(CC)C(=O)c1ccc(C2=CC3(CCNC3)Oc3ccccc32)cc1. The result is 1 (blocker). (2) The molecule is COc1ccc2c(c1)CCN(C(=O)CNCC1(O)CCCCC1)[C@@H]2C(C)C. The result is 0 (non-blocker).